Regression. Given a peptide amino acid sequence and an MHC pseudo amino acid sequence, predict their binding affinity value. This is MHC class II binding data. From a dataset of Peptide-MHC class II binding affinity with 134,281 pairs from IEDB. (1) The peptide sequence is VDIINRWQVVAPQLP. The MHC is HLA-DQA10501-DQB10201 with pseudo-sequence HLA-DQA10501-DQB10201. The binding affinity (normalized) is 0.510. (2) The peptide sequence is PAGVCPTIGVGGNFA. The MHC is DRB1_1501 with pseudo-sequence DRB1_1501. The binding affinity (normalized) is 0.160.